Dataset: Catalyst prediction with 721,799 reactions and 888 catalyst types from USPTO. Task: Predict which catalyst facilitates the given reaction. (1) Reactant: [NH2:1][C:2]1[CH:7]=[CH:6][C:5]([O:8][C:9](=[O:14])[C:10]([Br:13])([CH3:12])[CH3:11])=[CH:4][CH:3]=1.C(N(CC)CC)C.[C:22]([O:26][C:27](O[C:27]([O:26][C:22]([CH3:25])([CH3:24])[CH3:23])=[O:28])=[O:28])([CH3:25])([CH3:24])[CH3:23].Cl. Product: [C:22]([O:26][C:27]([NH:1][C:2]1[CH:3]=[CH:4][C:5]([O:8][C:9](=[O:14])[C:10]([Br:13])([CH3:11])[CH3:12])=[CH:6][CH:7]=1)=[O:28])([CH3:25])([CH3:24])[CH3:23]. The catalyst class is: 7. (2) Product: [Cl:9][C:10]1[C:15]([CH2:16][C:17](=[O:22])[C:18]([CH3:21])([CH3:20])[CH3:19])=[CH:14][CH:13]=[CH:12][N:11]=1. Reactant: C([N-]C(C)C)(C)C.[Li+].[Cl:9][C:10]1[C:15]([CH3:16])=[CH:14][CH:13]=[CH:12][N:11]=1.[C:17](OCC)(=[O:22])[C:18]([CH3:21])([CH3:20])[CH3:19].CC1C=CC=CN=1.[Cl-].[NH4+]. The catalyst class is: 1. (3) Reactant: C1(C)C=CC(S(Cl)(=O)=O)=CC=1.[Cl:12][C:13](=CCl)C#N.[N:18]1[CH:23]=[CH:22][CH:21]=[C:20]([C:24]([N:26]2[CH2:31][CH2:30][CH2:29][CH2:28][CH:27]2[C:32]([O-])=O)=O)[CH:19]=1.[Na+].[CH2:36]([N:38](CC)CC)C. Product: [Cl:12][C:13]1[C:32]([C:36]#[N:38])=[C:27]2[N:26]([C:24]=1[C:20]1[CH:19]=[N:18][CH:23]=[CH:22][CH:21]=1)[CH2:31][CH2:30][CH2:29][CH2:28]2. The catalyst class is: 4. (4) Reactant: Cl.[CH2:2]([N:5]([CH2:17][CH2:18][C:19]1[S:20][CH:21]=[CH:22][CH:23]=1)[CH:6]1[CH2:15][CH2:14][C:13]2[C:12]([OH:16])=[CH:11][CH:10]=[CH:9][C:8]=2[CH2:7]1)[CH2:3][CH3:4].[OH-].[Na+].P([O-])([O-])([O-])=O.[Na+].[Na+].[Na+]. Product: [CH3:4][CH2:3][CH2:2][N:5]([C@@H:6]1[CH2:7][C:8]2[CH:9]=[CH:10][CH:11]=[C:12]([OH:16])[C:13]=2[CH2:14][CH2:15]1)[CH2:17][CH2:18][C:19]1[S:20][CH:21]=[CH:22][CH:23]=1. The catalyst class is: 8. (5) Reactant: [N+:1]([C:4]1[C:13]2[C:8](=[CH:9][CH:10]=[CH:11][CH:12]=2)[C:7]([OH:14])=[CH:6][CH:5]=1)([O-:3])=[O:2].Cl.Cl[CH2:17][CH2:18][N:19]1[CH2:24][CH2:23][O:22][CH2:21][CH2:20]1.[OH-].[Na+].C([O-])([O-])=O.[K+].[K+]. Product: [N:19]1([CH2:18][CH2:17][O:14][C:7]2[C:8]3[C:13](=[CH:12][CH:11]=[CH:10][CH:9]=3)[C:4]([N+:1]([O-:3])=[O:2])=[CH:5][CH:6]=2)[CH2:24][CH2:23][O:22][CH2:21][CH2:20]1. The catalyst class is: 179. (6) The catalyst class is: 2. Reactant: [F:1][C:2]([F:17])([F:16])[C:3]1[CH:4]=[CH:5][C:6]([N:9]2[CH:13]=[CH:12][C:11]([CH:14]=O)=[CH:10]2)=[N:7][CH:8]=1.[NH:18]1[CH2:23][CH2:22][CH:21]([NH:24][C:25](=[O:31])[O:26][C:27]([CH3:30])([CH3:29])[CH3:28])[CH2:20][CH2:19]1.C(O[BH-](OC(=O)C)OC(=O)C)(=O)C.[Na+].[NH4+].[Cl-]. Product: [C:27]([O:26][C:25](=[O:31])[NH:24][CH:21]1[CH2:22][CH2:23][N:18]([CH2:14][C:11]2[CH:12]=[CH:13][N:9]([C:6]3[CH:5]=[CH:4][C:3]([C:2]([F:17])([F:16])[F:1])=[CH:8][N:7]=3)[CH:10]=2)[CH2:19][CH2:20]1)([CH3:30])([CH3:28])[CH3:29].